This data is from Full USPTO retrosynthesis dataset with 1.9M reactions from patents (1976-2016). The task is: Predict the reactants needed to synthesize the given product. (1) Given the product [CH2:15]([O:22][CH2:23][CH2:24][O:25][C:26]1[C:33]([CH3:34])=[CH:32][C:29]([C:30]2[NH:6][C:4](=[O:5])[C:3]3[C:7]([O:13][CH3:14])=[CH:8][C:9]([O:11][CH3:12])=[N:10][C:2]=3[N:1]=2)=[CH:28][C:27]=1[CH3:35])[C:16]1[CH:21]=[CH:20][CH:19]=[CH:18][CH:17]=1, predict the reactants needed to synthesize it. The reactants are: [NH2:1][C:2]1[N:10]=[C:9]([O:11][CH3:12])[CH:8]=[C:7]([O:13][CH3:14])[C:3]=1[C:4]([NH2:6])=[O:5].[CH2:15]([O:22][CH2:23][CH2:24][O:25][C:26]1[C:33]([CH3:34])=[CH:32][C:29]([CH:30]=O)=[CH:28][C:27]=1[CH3:35])[C:16]1[CH:21]=[CH:20][CH:19]=[CH:18][CH:17]=1.OS([O-])=O.[Na+].CC1C=CC(S(O)(=O)=O)=CC=1. (2) Given the product [F:1][C:2]1[CH:3]=[C:4]2[C:8](=[CH:9][CH:10]=1)[NH:7][CH:6]=[C:5]2[CH2:11][CH2:12][CH2:13][NH:14][CH2:15][CH2:24][CH2:23][C@@H:18]1[CH2:19][C:20]2[C:21](=[CH:22][CH:29]=[CH:28][C:27]=2[O:30][CH3:35])[O:33][CH2:31]1, predict the reactants needed to synthesize it. The reactants are: [F:1][C:2]1[CH:3]=[C:4]2[C:8](=[CH:9][CH:10]=1)[NH:7][CH:6]=[C:5]2[CH2:11][CH2:12][CH2:13][NH:14][C@@H:15]1[CH2:24][C:23]2[C:18](=[CH:19][CH:20]=[CH:21][C:22]=2OC)OC1.[CH:27](=[O:30])[CH2:28][CH3:29].[C:31](O)(=[O:33])C.[C:35]([BH3-])#N.[Na+]. (3) Given the product [F:24][C:25]([F:36])([F:35])[C:26]([NH:8][C:7]1[CH:9]=[C:3]([O:2][CH3:1])[CH:4]=[CH:5][C:6]=1[CH2:10][CH:11]1[CH2:16][CH2:15][S:14][CH2:13][CH2:12]1)=[O:27], predict the reactants needed to synthesize it. The reactants are: [CH3:1][O:2][C:3]1[CH:4]=[CH:5][C:6]([CH2:10][CH:11]2[CH2:16][CH2:15][S:14][CH2:13][CH2:12]2)=[C:7]([CH:9]=1)[NH2:8].C(N(CC)CC)C.[F:24][C:25]([F:36])([F:35])[C:26](O[C:26](=[O:27])[C:25]([F:36])([F:35])[F:24])=[O:27].O. (4) Given the product [OH:10][C:7]1[CH:8]=[CH:9][C:4]([C:2](=[O:3])[CH2:1][C:11](=[O:16])[CH2:12][CH2:13][CH2:14][CH3:15])=[CH:5][CH:6]=1, predict the reactants needed to synthesize it. The reactants are: [CH3:1][C:2]([C:4]1[CH:5]=[CH:6][C:7]([OH:10])=[CH:8][CH:9]=1)=[O:3].[C:11](OCC)(=[O:16])[CH2:12][CH2:13][CH2:14][CH3:15].CC(C)([O-])C.[Na+].